This data is from HIV replication inhibition screening data with 41,000+ compounds from the AIDS Antiviral Screen. The task is: Binary Classification. Given a drug SMILES string, predict its activity (active/inactive) in a high-throughput screening assay against a specified biological target. (1) The compound is COc1ccc(C(=O)O)c2c(=O)c3ccccc3[nH]c12. The result is 0 (inactive). (2) The molecule is CS(=O)(=O)c1ccc(SSc2ccc(S(C)(=O)=O)cc2[N+](=O)[O-])c([N+](=O)[O-])c1. The result is 0 (inactive). (3) The molecule is OC(CC=NNc1ccccc1)(C(F)(F)Cl)C(F)(F)Cl. The result is 0 (inactive). (4) The compound is NNC(=O)CCC(=O)NC1C2CC3CC(C2)CC1C3. The result is 0 (inactive). (5) The molecule is CC(=O)OC1C#CC=CC#CCC2C(=O)N(C(=O)OC(C)(C)C)C12. The result is 0 (inactive). (6) The molecule is c1ccc(C(NC2CCCCC2NCCNC2CCCCC2NC(c2ccccc2)(c2ccccc2)c2ccccc2)(c2ccccc2)c2ccccc2)cc1. The result is 0 (inactive). (7) The drug is C=CCOc1cc(NC(=S)c2ccoc2C)ccc1OC. The result is 1 (active). (8) The molecule is COc1ccc(-c2c(-c3ccc(OC)cc3)n3c(=O)n(C)c(=O)n23)cc1. The result is 0 (inactive).